This data is from Catalyst prediction with 721,799 reactions and 888 catalyst types from USPTO. The task is: Predict which catalyst facilitates the given reaction. (1) Reactant: [NH2:1][C:2]1[C:3]2[S:10][CH:9]=[C:8]([C:11]([NH:13][C:14]3[C:19]([Cl:20])=[C:18]([O:21][CH3:22])[CH:17]=[C:16]([OH:23])[C:15]=3[Cl:24])=[O:12])[C:4]=2[N:5]=[CH:6][N:7]=1.C([O-])([O-])=O.[Cs+].[Cs+].Cl.Cl[CH2:33][CH2:34][N:35]([CH3:37])[CH3:36].O. Product: [NH2:1][C:2]1[C:3]2[S:10][CH:9]=[C:8]([C:11]([NH:13][C:14]3[C:19]([Cl:20])=[C:18]([O:21][CH3:22])[CH:17]=[C:16]([O:23][CH2:33][CH2:34][N:35]([CH3:37])[CH3:36])[C:15]=3[Cl:24])=[O:12])[C:4]=2[N:5]=[CH:6][N:7]=1. The catalyst class is: 9. (2) Reactant: F[C:2]1[CH:7]=[CH:6][C:5]([N+:8]([O-:10])=[O:9])=[C:4]([O:11][CH2:12][CH2:13][O:14][CH3:15])[CH:3]=1.[CH3:16][O:17][C:18]1[CH:25]=[CH:24][C:21]([CH2:22][NH2:23])=[CH:20][CH:19]=1.C(OCC)(=O)C.O. Product: [CH3:16][O:17][C:18]1[CH:25]=[CH:24][C:21]([CH2:22][NH:23][C:2]2[CH:7]=[CH:6][C:5]([N+:8]([O-:10])=[O:9])=[C:4]([O:11][CH2:12][CH2:13][O:14][CH3:15])[CH:3]=2)=[CH:20][CH:19]=1. The catalyst class is: 16. (3) Reactant: [CH:1]([O:3]C(C)(C)C)=[CH2:2].[F:8][C:9]([F:32])([C:13]([F:31])([F:30])C(F)(F)[C:13]([F:31])([F:30])[C:9]([F:32])([F:8])[C:13]([F:31])([F:30])[C:9](F)([F:32])[F:8])C([O-])=O.[NH4+].P([O-])([O-])(O)=O.[Na+].[Na+].S(OOS([O-])(=O)=O)([O-])(=O)=O.[NH4+].[NH4+].Cl. Product: [F:8][C:9]([F:32])=[C:13]([F:31])[F:30].[CH:1]([OH:3])=[CH2:2]. The catalyst class is: 24. (4) Reactant: Br[CH2:2][CH2:3][OH:4].[C:5]([N:8]1[CH2:13][CH2:12][NH:11][CH2:10][C@H:9]1[CH3:14])(=[O:7])[CH3:6].C(=O)([O-])[O-].[K+].[K+]. Product: [C:5]([N:8]1[CH2:13][CH2:12][N:11]([CH2:2][CH2:3][OH:4])[CH2:10][C@H:9]1[CH3:14])(=[O:7])[CH3:6]. The catalyst class is: 1. (5) The catalyst class is: 56. Reactant: [CH2:1]([C:3]1[N:8]=[C:7]([C:9]2[CH:14]=[CH:13][CH:12]=[CH:11][CH:10]=2)[C:6]([O:15][CH2:16][O:17][CH3:18])=[CH:5][CH:4]=1)[CH3:2].CN(CCN(C)C)C.[Li]CCCC.CN([CH:35]=[O:36])C.[Cl-].[NH4+]. Product: [CH2:1]([C:3]1[N:8]=[C:7]([C:9]2[CH:14]=[CH:13][CH:12]=[CH:11][CH:10]=2)[C:6]([O:15][CH2:16][O:17][CH3:18])=[C:5]([CH:4]=1)[CH:35]=[O:36])[CH3:2]. (6) Reactant: [NH:1]1[C:9]2[CH:8]=[CH:7][CH:6]=[C:5]3[CH2:10][CH2:11][N:12]([C:14]([O:16][C:17]([CH3:20])([CH3:19])[CH3:18])=[O:15])[CH2:13][C:3]([C:4]=23)=[CH:2]1.C(O)(=O)C.C([BH3-])#N.[Na+].[OH-].[Na+]. Product: [NH:1]1[C:9]2[CH:8]=[CH:7][CH:6]=[C:5]3[CH2:10][CH2:11][N:12]([C:14]([O:16][C:17]([CH3:20])([CH3:19])[CH3:18])=[O:15])[CH2:13][CH:3]([C:4]=23)[CH2:2]1. The catalyst class is: 6.